This data is from Peptide-MHC class II binding affinity with 134,281 pairs from IEDB. The task is: Regression. Given a peptide amino acid sequence and an MHC pseudo amino acid sequence, predict their binding affinity value. This is MHC class II binding data. (1) The peptide sequence is TYSQLMTLKDAKMLQ. The MHC is DRB3_0101 with pseudo-sequence DRB3_0101. The binding affinity (normalized) is 0. (2) The peptide sequence is EGTVDFIFGEARSLY. The MHC is HLA-DQA10501-DQB10301 with pseudo-sequence HLA-DQA10501-DQB10301. The binding affinity (normalized) is 0.647.